This data is from Full USPTO retrosynthesis dataset with 1.9M reactions from patents (1976-2016). The task is: Predict the reactants needed to synthesize the given product. The reactants are: [Br:1][C:2]1[N:7]2[CH:8]=[CH:9][N:10]=[C:6]2[C:5]([NH:11][C:12]2[CH:13]=[CH:14][C:15]([N:21]3[CH2:26][CH2:25][O:24][CH2:23][CH2:22]3)=[C:16]([CH:20]=2)[C:17]([NH2:19])=[O:18])=[N:4][CH:3]=1.FC1C=C(B2OC(C)(C)C(C)(C)O2)C=C(F)C=1C(N)=O. Given the product [NH3:4].[Br:1][C:2]1[N:7]2[CH:8]=[CH:9][N:10]=[C:6]2[C:5]([NH:11][C:12]2[CH:13]=[CH:14][C:15]([N:21]3[CH2:22][CH2:23][O:24][CH2:25][CH2:26]3)=[C:16]([CH:20]=2)[C:17]([NH2:19])=[O:18])=[N:4][CH:3]=1, predict the reactants needed to synthesize it.